Predict the product of the given reaction. From a dataset of Forward reaction prediction with 1.9M reactions from USPTO patents (1976-2016). (1) Given the reactants [CH2:1]([O:3][C:4](=[O:15])/[CH:5]=[CH:6]/[C:7]1[CH:12]=[CH:11][C:10](N)=[C:9]([OH:14])[CH:8]=1)[CH3:2].N([O-])=O.[Na+].[ClH:20], predict the reaction product. The product is: [CH2:1]([O:3][C:4](=[O:15])/[CH:5]=[CH:6]/[C:7]1[CH:12]=[CH:11][C:10]([Cl:20])=[C:9]([OH:14])[CH:8]=1)[CH3:2]. (2) Given the reactants [C:1]([C:3]1[CH:4]=[C:5]([CH:34]([CH3:36])[CH3:35])[C:6]2[O:10][C:9]([C:11]3[CH:32]=[CH:31][C:14]([C:15]([NH:17][CH2:18][CH:19]4[CH2:23][CH2:22][N:21](C(OC(C)(C)C)=O)[CH2:20]4)=[O:16])=[CH:13][CH:12]=3)=[N:8][C:7]=2[CH:33]=1)#[N:2].FC(F)(F)C(O)=O, predict the reaction product. The product is: [C:1]([C:3]1[CH:4]=[C:5]([CH:34]([CH3:36])[CH3:35])[C:6]2[O:10][C:9]([C:11]3[CH:12]=[CH:13][C:14]([C:15]([NH:17][CH2:18][CH:19]4[CH2:23][CH2:22][NH:21][CH2:20]4)=[O:16])=[CH:31][CH:32]=3)=[N:8][C:7]=2[CH:33]=1)#[N:2]. (3) Given the reactants C([O-])C.[Na+].C(O)C.Cl.[N:9]1[CH:14]=[CH:13][CH:12]=[N:11][C:10]=1[C:15]([NH2:17])=[NH:16].C(O[CH:21]=[C:22]([C:28]([O:30][CH2:31][CH3:32])=[O:29])[C:23]([O:25]CC)=O)C, predict the reaction product. The product is: [CH2:31]([O:30][C:28]([C:22]1[C:23]([OH:25])=[N:16][C:15]([C:10]2[N:11]=[CH:12][CH:13]=[CH:14][N:9]=2)=[N:17][CH:21]=1)=[O:29])[CH3:32]. (4) Given the reactants [CH2:1]1[O:10][C:9]2[CH:8]=[CH:7][C:5]([NH2:6])=[CH:4][C:3]=2[O:2]1.[H-].[Al+3].[Li+].[H-].[H-].[H-].[OH-].[Na+].[CH:19](O)=O, predict the reaction product. The product is: [CH3:19][NH:6][C:5]1[CH:7]=[CH:8][C:9]2[O:10][CH2:1][O:2][C:3]=2[CH:4]=1. (5) Given the reactants C1(P(C2CCCCC2)[C:8]2[CH:13]=[CH:12][CH:11]=[CH:10][C:9]=2[C:14]2C(OC)=CC=CC=2OC)CCCCC1.[C:30]([O:34][C:35](=[O:71])[NH:36][C@H:37]1[CH2:42][CH2:41][C@@H:40]([N:43]2[C:48](=[O:49])[C:47]3[CH:50]=[C:51]([F:54])[CH:52]=[N:53][C:46]=3[N:45]([C:55]3[CH:60]=[CH:59][CH:58]=[C:57](B4OC(C)(C)C(C)(C)O4)[CH:56]=3)[C:44]2=[O:70])[CH2:39][CH2:38]1)([CH3:33])([CH3:32])[CH3:31].C(=O)([O-])[O-].[K+].[K+].BrC1C=CC(C)=CC=1, predict the reaction product. The product is: [C:30]([O:34][C:35](=[O:71])[NH:36][C@H:37]1[CH2:42][CH2:41][C@@H:40]([N:43]2[C:48](=[O:49])[C:47]3[CH:50]=[C:51]([F:54])[CH:52]=[N:53][C:46]=3[N:45]([C:55]3[CH:56]=[C:57]([C:12]4[CH:11]=[CH:10][C:9]([CH3:14])=[CH:8][CH:13]=4)[CH:58]=[CH:59][CH:60]=3)[C:44]2=[O:70])[CH2:39][CH2:38]1)([CH3:32])([CH3:33])[CH3:31]. (6) Given the reactants [CH3:1]C([O-])(C)C.[K+].[Cl:7][C:8]1[CH:29]=[C:28]([O:30][CH2:31][CH:32]=[C:33]([Cl:35])[Cl:34])[CH:27]=[C:26]([Cl:36])[C:9]=1[O:10][CH2:11][C:12](=O)[CH2:13][O:14][C:15]1[CH:20]=[CH:19][C:18]([C:21]([F:24])([F:23])[F:22])=[CH:17][CH:16]=1, predict the reaction product. The product is: [Cl:7][C:8]1[CH:29]=[C:28]([O:30][CH2:31][CH:32]=[C:33]([Cl:34])[Cl:35])[CH:27]=[C:26]([Cl:36])[C:9]=1[O:10][CH2:11][C:12]([CH2:13][O:14][C:15]1[CH:20]=[CH:19][C:18]([C:21]([F:22])([F:24])[F:23])=[CH:17][CH:16]=1)=[CH2:1].